This data is from Catalyst prediction with 721,799 reactions and 888 catalyst types from USPTO. The task is: Predict which catalyst facilitates the given reaction. (1) Reactant: [Si:1]([O:8][C@H:9]1[CH2:18][C:17]2([CH2:21][CH2:20][CH2:19]2)[CH2:16][C:15]2[N:14]=[C:13]([CH:22]([CH3:24])[CH3:23])[C:12]([CH:25]=[O:26])=[C:11]([C:27]3[CH2:28][CH2:29][O:30][CH2:31][CH:32]=3)[C:10]1=2)([C:4]([CH3:7])([CH3:6])[CH3:5])([CH3:3])[CH3:2].Br[C:34]1[CH:39]=[CH:38][C:37]([C:40]([F:43])([F:42])[F:41])=[CH:36][C:35]=1[F:44]. Product: [Si:1]([O:8][C@H:9]1[CH2:18][C:17]2([CH2:21][CH2:20][CH2:19]2)[CH2:16][C:15]2[N:14]=[C:13]([CH:22]([CH3:24])[CH3:23])[C:12]([C@H:25]([C:34]3[CH:39]=[CH:38][C:37]([C:40]([F:43])([F:42])[F:41])=[CH:36][C:35]=3[F:44])[OH:26])=[C:11]([C:27]3[CH2:28][CH2:29][O:30][CH2:31][CH:32]=3)[C:10]1=2)([C:4]([CH3:6])([CH3:7])[CH3:5])([CH3:2])[CH3:3]. The catalyst class is: 7. (2) Reactant: [CH3:1][O:2][C:3]([C:5]1[CH:6]=[C:7]2[C:12](=[CH:13][CH:14]=1)[NH:11][CH:10]([C:15]1[CH:20]=[C:19](Br)[CH:18]=[CH:17][C:16]=1[CH3:22])[CH2:9][C:8]2([CH3:24])[CH3:23])=[O:4].[NH:25]1[CH2:30][CH2:29][O:28][CH2:27][CH2:26]1.Cl.[CH3:32]N(C)CC(O)=O.C(=O)([O-])[O-].[K+].[K+]. Product: [CH2:1]([O:2][C:3]([C:5]1[CH:6]=[C:7]2[C:12](=[CH:13][CH:14]=1)[NH:11][CH:10]([C:15]1[CH:20]=[C:19]([N:25]3[CH2:30][CH2:29][O:28][CH2:27][CH2:26]3)[CH:18]=[CH:17][C:16]=1[CH3:22])[CH2:9][C:8]2([CH3:24])[CH3:23])=[O:4])[CH3:32]. The catalyst class is: 156. (3) Reactant: [CH:1]1([O:6][C:7]2[CH:8]=[C:9]([CH:15]([N:21]3[C:29](=[O:30])[C:28]4[C:23](=[CH:24][CH:25]=[CH:26][C:27]=4[CH3:31])[C:22]3=[O:32])[CH2:16][C:17]([NH:19][OH:20])=[O:18])[CH:10]=[CH:11][C:12]=2[O:13][CH3:14])[CH2:5][CH2:4][CH2:3][CH2:2]1.[C:33](OC(=O)C)(=[O:35])[CH3:34]. Product: [C:33]([O:20][NH:19][C:17](=[O:18])[CH2:16][CH:15]([C:9]1[CH:10]=[CH:11][C:12]([O:13][CH3:14])=[C:7]([O:6][CH:1]2[CH2:2][CH2:3][CH2:4][CH2:5]2)[CH:8]=1)[N:21]1[C:29](=[O:30])[C:28]2[C:23](=[CH:24][CH:25]=[CH:26][C:27]=2[CH3:31])[C:22]1=[O:32])(=[O:35])[CH3:34]. The catalyst class is: 10.